Dataset: Reaction yield outcomes from USPTO patents with 853,638 reactions. Task: Predict the reaction yield, written as a fraction of the theoretical maximum amount of product (1.0 means a 100% yield; for example, 0.34 means a 34% yield). (1) The reactants are C[C:2]1(C)[O:7][C:6]2[C:8]([O:12][CH:13]([CH3:15])[CH3:14])=[CH:9][CH:10]=[CH:11][C:5]=2[C:4](=[O:16])[O:3]1.C[O-].[Na+]. The catalyst is CO. The product is [OH:7][C:6]1[C:8]([O:12][CH:13]([CH3:15])[CH3:14])=[CH:9][CH:10]=[CH:11][C:5]=1[C:4]([O:3][CH3:2])=[O:16]. The yield is 0.930. (2) The reactants are [OH:1][C:2]1[CH:3]=[N:4][CH:5]=[C:6]([CH:9]=1)[C:7]#[N:8].[Cl:10]N1C(=O)CCC1=O. The catalyst is C(#N)C. The product is [Cl:10][C:3]1[C:2]([OH:1])=[CH:9][C:6]([C:7]#[N:8])=[CH:5][N:4]=1. The yield is 0.360. (3) The reactants are [Cl:1][C:2]1[N:7]=[C:6]([CH2:8][C:9]([C:11]2[CH:12]=[CH:13][C:14]([F:29])=[C:15]([NH:17][S:18]([C:21]3[CH:26]=[C:25]([F:27])[CH:24]=[CH:23][C:22]=3[F:28])(=[O:20])=[O:19])[CH:16]=2)=O)[CH:5]=[CH:4][N:3]=1.C1C(=O)N(Br)C(=O)C1.[CH:38]1([C:42](=[S:44])[NH2:43])[CH2:41][CH2:40][CH2:39]1. No catalyst specified. The product is [Cl:1][C:2]1[N:7]=[C:6]([C:8]2[S:44][C:42]([CH:38]3[CH2:41][CH2:40][CH2:39]3)=[N:43][C:9]=2[C:11]2[CH:12]=[CH:13][C:14]([F:29])=[C:15]([NH:17][S:18]([C:21]3[CH:26]=[C:25]([F:27])[CH:24]=[CH:23][C:22]=3[F:28])(=[O:20])=[O:19])[CH:16]=2)[CH:5]=[CH:4][N:3]=1. The yield is 0.307. (4) The reactants are [C:1]([C:3]1[CH:28]=[CH:27][C:6]([CH2:7][N:8]2[CH2:13][CH2:12][CH:11]([NH:14][C:15]([C:17]3[CH:26]=[CH:25][C:20]([C:21]([O:23]C)=[O:22])=[CH:19][CH:18]=3)=[O:16])[CH2:10][CH2:9]2)=[CH:5][CH:4]=1)#[N:2].[OH-].[Li+].Cl. The catalyst is CO.C1COCC1.O. The product is [C:1]([C:3]1[CH:4]=[CH:5][C:6]([CH2:7][N:8]2[CH2:9][CH2:10][CH:11]([NH:14][C:15]([C:17]3[CH:18]=[CH:19][C:20]([C:21]([OH:23])=[O:22])=[CH:25][CH:26]=3)=[O:16])[CH2:12][CH2:13]2)=[CH:27][CH:28]=1)#[N:2]. The yield is 0.830.